This data is from Reaction yield outcomes from USPTO patents with 853,638 reactions. The task is: Predict the reaction yield, written as a fraction of the theoretical maximum amount of product (1.0 means a 100% yield; for example, 0.34 means a 34% yield). (1) The yield is 0.160. The product is [CH3:20][C:21]1[O:25][N:24]=[C:23]([C:26]2[CH:31]=[CH:30][CH:29]=[CH:28][CH:27]=2)[C:22]=1[C:32]1[N:36]2[CH2:37][C:38]3[C:43]([C:35]2=[N:34][N:33]=1)=[CH:42][C:41]([O:44][CH2:46][C:47]1[CH:48]=[N:49][CH:50]=[CH:51][CH:52]=1)=[CH:40][CH:39]=3. The catalyst is ClCCl. The reactants are C1(P(C2C=CC=CC=2)C2C=CC=CC=2)C=CC=CC=1.[CH3:20][C:21]1[O:25][N:24]=[C:23]([C:26]2[CH:31]=[CH:30][CH:29]=[CH:28][CH:27]=2)[C:22]=1[C:32]1[N:36]2[CH2:37][C:38]3[C:43]([C:35]2=[N:34][N:33]=1)=[CH:42][C:41]([OH:44])=[CH:40][CH:39]=3.O[CH2:46][C:47]1[CH:48]=[N:49][CH:50]=[CH:51][CH:52]=1.N(C(OCC)=O)=NC(OCC)=O. (2) The reactants are N[C@@H](C(N)=O)CC(C)C.[C:10]([O:14][C:15]([N:17]1[C:25]2[C:20](=[CH:21][C:22]([CH:26]=[O:27])=[CH:23][CH:24]=2)[CH:19]=[CH:18]1)=[O:16])([CH3:13])([CH3:12])[CH3:11].ClCCCl.C(O[BH-](OC(=O)C)OC(=O)C)(=O)C.[Na+]. The catalyst is C([O-])(O)=O.[Na+].CO.C(Cl)Cl. The product is [C:10]([O:14][C:15]([N:17]1[C:25]2[C:20](=[CH:21][C:22]([CH2:26][OH:27])=[CH:23][CH:24]=2)[CH:19]=[CH:18]1)=[O:16])([CH3:13])([CH3:11])[CH3:12]. The yield is 0.110. (3) The reactants are [OH:1][C:2]1[CH:9]=[CH:8][C:5]([CH:6]=O)=[CH:4][CH:3]=1.[NH2:10][C:11]1[S:12][C:13]([CH3:16])=[N:14][N:15]=1.C(O[C:20](=[O:34])[C:21]([OH:33])=[CH:22][C:23]([C:25]1[CH:30]=[CH:29][C:28]([O:31][CH3:32])=[CH:27][CH:26]=1)=[O:24])C. The yield is 0.160. No catalyst specified. The product is [OH:33][C:21]1[C:20](=[O:34])[N:10]([C:11]2[S:12][C:13]([CH3:16])=[N:14][N:15]=2)[CH:6]([C:5]2[CH:8]=[CH:9][C:2]([OH:1])=[CH:3][CH:4]=2)[C:22]=1[C:23](=[O:24])[C:25]1[CH:26]=[CH:27][C:28]([O:31][CH3:32])=[CH:29][CH:30]=1. (4) The reactants are [NH2:1][C:2]1[C:7]([OH:8])=[CH:6][CH:5]=[CH:4][C:3]=1[OH:9].Cl[CH2:11][C:12](Cl)=[O:13].C([O-])([O-])=O.[K+].[K+]. The catalyst is CN(C=O)C.O. The product is [OH:8][C:7]1[C:2]2[NH:1][C:12](=[O:13])[CH2:11][O:9][C:3]=2[CH:4]=[CH:5][CH:6]=1. The yield is 0.650. (5) The reactants are [Br:1][C:2]([F:18])([F:17])[C:3]([CH:6]1[CH2:10][CH:9]([C:11]([OH:13])=[O:12])[CH2:8][CH:7]1[C:14]([OH:16])=[O:15])([F:5])[F:4].[CH:19](O)([CH3:21])[CH3:20].[C:23]1(C)[CH:28]=CC(S(O)(=O)=O)=C[CH:24]=1. The catalyst is C1CCCCC1. The product is [Br:1][C:2]([F:17])([F:18])[C:3]([CH:6]1[CH2:10][CH:9]([C:11]([O:13][CH:19]([CH3:21])[CH3:20])=[O:12])[CH2:8][CH:7]1[C:14]([O:16][CH:23]([CH3:28])[CH3:24])=[O:15])([F:5])[F:4]. The yield is 0.410. (6) The reactants are O[CH2:2][C@H:3]([NH:11][C:12](=[O:25])[NH:13][C:14]1[S:15][C:16]([C:20]([O:22][CH2:23][CH3:24])=[O:21])=[C:17]([CH3:19])[N:18]=1)[CH2:4][C:5]1[CH:10]=[CH:9][CH:8]=[CH:7][CH:6]=1.C(N(CC)C(C)C)(C)C.CS(Cl)(=O)=O.C(=O)([O-])[O-].[K+].[K+]. The catalyst is O1CCCC1. The product is [CH2:4]([C@@H:3]1[CH2:2][N:13]([C:14]2[S:15][C:16]([C:20]([O:22][CH2:23][CH3:24])=[O:21])=[C:17]([CH3:19])[N:18]=2)[C:12](=[O:25])[NH:11]1)[C:5]1[CH:10]=[CH:9][CH:8]=[CH:7][CH:6]=1. The yield is 0.470. (7) The reactants are [Br:1][C:2]1[CH:7]=[CH:6][C:5]([C:8](=[O:11])[CH2:9]Cl)=[C:4]([F:12])[CH:3]=1.[BH4-].[Na+].C[O-].[Na+].O. The catalyst is C(O)C. The product is [Br:1][C:2]1[CH:7]=[CH:6][C:5]([CH:8]2[CH2:9][O:11]2)=[C:4]([F:12])[CH:3]=1. The yield is 0.280. (8) The reactants are [Cl:1][C:2]1[CH:3]=[C:4]([CH:9]=[O:10])[CH:5]=[N:6][C:7]=1Cl.[OH:11][C:12]1[CH:20]=[CH:19][C:15]([C:16]([NH2:18])=[O:17])=[CH:14][CH:13]=1.C(=O)([O-])[O-].[K+].[K+]. The catalyst is C1(C)C=CC=CC=1.CC(N(C)C)=O. The product is [Cl:1][C:2]1[C:7]([O:11][C:12]2[CH:20]=[CH:19][C:15]([C:16]([NH2:18])=[O:17])=[CH:14][CH:13]=2)=[N:6][CH:5]=[C:4]([CH:9]=[O:10])[CH:3]=1. The yield is 0.510.